This data is from Full USPTO retrosynthesis dataset with 1.9M reactions from patents (1976-2016). The task is: Predict the reactants needed to synthesize the given product. The reactants are: [Cl:1][C:2]1[CH:3]=[C:4]([CH:10]=[C:11]([Cl:14])[C:12]=1[OH:13])[C:5]([O:7][CH2:8][CH3:9])=[O:6].C(=O)([O-])[O-].[K+].[K+].[CH:21](Br)([CH3:23])[CH3:22]. Given the product [CH:21]([O:13][C:12]1[C:2]([Cl:1])=[CH:3][C:4]([C:5]([O:7][CH2:8][CH3:9])=[O:6])=[CH:10][C:11]=1[Cl:14])([CH3:23])[CH3:22], predict the reactants needed to synthesize it.